This data is from Reaction yield outcomes from USPTO patents with 853,638 reactions. The task is: Predict the reaction yield, written as a fraction of the theoretical maximum amount of product (1.0 means a 100% yield; for example, 0.34 means a 34% yield). (1) The reactants are C(N(CC)CC)C.[Cl:8][C:9]1[CH:10]=[CH:11][CH:12]=[C:13]2[C:17]=1[N:16](C(OC(C)(C)C)=O)[CH:15]=[C:14]2[CH:25]=[O:26].[CH:27](=[N:34][C:35]1[CH:40]=[CH:39][CH:38]=[C:37]([O:41][CH3:42])[CH:36]=1)[C:28]1[CH:33]=[CH:32][CH:31]=[CH:30][CH:29]=1. The catalyst is [Cl-].C([N+]1C(C)=C(CCO)SC=1)C1C=CC=CC=1.C(O)C. The product is [Cl:8][C:9]1[CH:10]=[CH:11][CH:12]=[C:13]2[C:17]=1[NH:16][CH:15]=[C:14]2[C:25](=[O:26])[CH:27]([NH:34][C:35]1[CH:40]=[CH:39][CH:38]=[C:37]([O:41][CH3:42])[CH:36]=1)[C:28]1[CH:29]=[CH:30][CH:31]=[CH:32][CH:33]=1. The yield is 0.140. (2) The reactants are Cl[C:2]1[N:7]=[C:6]([Cl:8])[N:5]=[C:4]([NH:9][C:10]2[CH:15]=[CH:14][C:13]([F:16])=[C:12]([C:17]([F:20])([F:19])[F:18])[CH:11]=2)[N:3]=1.C(N(C(C)C)CC)(C)C.[F:30][C:31]([F:43])([F:42])[O:32][C:33]1[CH:38]=[CH:37][C:36]([CH:39]=[N:40][NH2:41])=[CH:35][CH:34]=1. The catalyst is O1CCOCC1. The product is [Cl:8][C:6]1[N:7]=[C:2]([NH:41][N:40]=[CH:39][C:36]2[CH:35]=[CH:34][C:33]([O:32][C:31]([F:30])([F:43])[F:42])=[CH:38][CH:37]=2)[N:3]=[C:4]([NH:9][C:10]2[CH:15]=[CH:14][C:13]([F:16])=[C:12]([C:17]([F:20])([F:19])[F:18])[CH:11]=2)[N:5]=1. The yield is 0.670. (3) The reactants are [CH3:1][O:2][C:3]1[CH:4]=[C:5]([CH:20]=[O:21])[C:6]2[O:10][C:9]([C:11]3[CH:16]=[CH:15][C:14]([O:17][CH3:18])=[CH:13][CH:12]=3)=[CH:8][C:7]=2[CH:19]=1.C[Si]([C:26]([F:29])([F:28])[F:27])(C)C.CCCC[N+](CCCC)(CCCC)CCCC.[F-].Cl. The catalyst is C1COCC1. The product is [F:27][C:26]([F:29])([F:28])[CH:20]([C:5]1[C:6]2[O:10][C:9]([C:11]3[CH:12]=[CH:13][C:14]([O:17][CH3:18])=[CH:15][CH:16]=3)=[CH:8][C:7]=2[CH:19]=[C:3]([O:2][CH3:1])[CH:4]=1)[OH:21]. The yield is 0.800. (4) The reactants are Br[C:2]1[C:7](=[O:8])[N:6]([CH2:9][C:10]2[CH:15]=[CH:14][C:13]([C:16]3[C:17]([C:22]#[N:23])=[CH:18][CH:19]=[CH:20][CH:21]=3)=[CH:12][CH:11]=2)[C:5]([O:24][CH2:25][CH3:26])=[N:4][C:3]=1[CH3:27].[CH:28]([O:31][C:32]1[CH:37]=[CH:36][C:35](B(O)O)=[CH:34][CH:33]=1)([CH3:30])[CH3:29]. The catalyst is C(=O)([O-])[O-].[Cs+].[Cs+].O1CCOCC1.C(OCC)(=O)C.C1C=CC(P(C2C=CC=CC=2)[C-]2C=CC=C2)=CC=1.C1C=CC(P(C2C=CC=CC=2)[C-]2C=CC=C2)=CC=1.Cl[Pd]Cl.[Fe+2]. The product is [CH2:25]([O:24][C:5]1[N:6]([CH2:9][C:10]2[CH:15]=[CH:14][C:13]([C:16]3[C:17]([C:22]#[N:23])=[CH:18][CH:19]=[CH:20][CH:21]=3)=[CH:12][CH:11]=2)[C:7](=[O:8])[C:2]([C:35]2[CH:36]=[CH:37][C:32]([O:31][CH:28]([CH3:30])[CH3:29])=[CH:33][CH:34]=2)=[C:3]([CH3:27])[N:4]=1)[CH3:26]. The yield is 0.940. (5) The reactants are [CH2:1]([O:3][C:4]([C:6]1[C:7]2[CH2:18][CH:17]([CH2:19][C:20]3[CH:25]=[CH:24][CH:23]=[CH:22][CH:21]=3)[CH:16](Br)[C:15](=[O:27])[C:8]=2[S:9][C:10]=1[NH:11][C:12](=[O:14])[CH3:13])=[O:5])[CH3:2].[Li+].[Br-].[NH4+].[Cl-]. The catalyst is CN(C=O)C. The product is [CH2:1]([O:3][C:4]([C:6]1[C:7]2[CH:18]=[C:17]([CH2:19][C:20]3[CH:21]=[CH:22][CH:23]=[CH:24][CH:25]=3)[CH:16]=[C:15]([OH:27])[C:8]=2[S:9][C:10]=1[NH:11][C:12](=[O:14])[CH3:13])=[O:5])[CH3:2]. The yield is 0.770. (6) The reactants are [NH2:1][CH2:2][CH:3]1[N:8]2[N:9]=[C:10]([C:15]3[CH:20]=[CH:19][C:18]([O:21][C:22]4[CH:27]=[CH:26][CH:25]=[CH:24][CH:23]=4)=[CH:17][CH:16]=3)[C:11]([C:12]([NH2:14])=[O:13])=[C:7]2[NH:6][CH2:5][CH2:4]1.[C:28](Cl)(=[O:31])[CH:29]=[CH2:30]. The catalyst is C(Cl)Cl.CCN(CC)CC. The product is [C:28]([NH:1][CH2:2][CH:3]1[N:8]2[N:9]=[C:10]([C:15]3[CH:20]=[CH:19][C:18]([O:21][C:22]4[CH:27]=[CH:26][CH:25]=[CH:24][CH:23]=4)=[CH:17][CH:16]=3)[C:11]([C:12]([NH2:14])=[O:13])=[C:7]2[NH:6][CH2:5][CH2:4]1)(=[O:31])[CH:29]=[CH2:30]. The yield is 0.280.